This data is from Choline transporter screen with 302,306 compounds. The task is: Binary Classification. Given a drug SMILES string, predict its activity (active/inactive) in a high-throughput screening assay against a specified biological target. (1) The compound is Clc1cc(C(O\N=C/c2cc([N+]([O-])=O)c(N3CCCCC3)cc2)=O)ccc1. The result is 0 (inactive). (2) The drug is S(=O)(=O)(N(CC(=O)NCc1occc1)CC)c1ccc(F)cc1. The result is 0 (inactive). (3) The compound is FC(F)(F)c1cc(OCCN2CCN(CC2)Cc2ccccc2)ccc1. The result is 0 (inactive). (4) The compound is Brc1ccc(CSCC(=O)NCc2ncccc2)cc1. The result is 0 (inactive). (5) The molecule is ClC(Cl)(Cl)C(NCC1OCCC1)NC(=O)C(C)C. The result is 0 (inactive).